From a dataset of Reaction yield outcomes from USPTO patents with 853,638 reactions. Predict the reaction yield, written as a fraction of the theoretical maximum amount of product (1.0 means a 100% yield; for example, 0.34 means a 34% yield). (1) The yield is 0.455. The reactants are [CH2:1]([O:3][C:4]([CH:6]1[C:15]([CH:16]=O)=[CH:14][C:13]2[C:8](=[CH:9][CH:10]=[CH:11][C:12]=2[O:18][CH3:19])[O:7]1)=[O:5])[CH3:2].[CH3:20][O:21][C:22](=[O:32])[C@@H:23]([NH2:31])[CH2:24][CH:25]1[CH2:30][CH2:29][CH2:28][CH2:27][CH2:26]1.CCN(C(C)C)C(C)C.C([BH3-])#N.[Na+].C(O)(=O)C. The catalyst is CO. The product is [CH2:1]([O:3][C:4]([CH:6]1[C:15]([CH2:16][NH:31][C@H:23]([C:22]([O:21][CH3:20])=[O:32])[CH2:24][CH:25]2[CH2:30][CH2:29][CH2:28][CH2:27][CH2:26]2)=[CH:14][C:13]2[C:8](=[CH:9][CH:10]=[CH:11][C:12]=2[O:18][CH3:19])[O:7]1)=[O:5])[CH3:2]. (2) The reactants are [NH2:1][C@@H:2]([C:5]([OH:7])=[O:6])[CH2:3][SH:4].[S:8]1[C:12]2=[C:13]3[C:18](=[CH:19][CH:20]=[C:11]2[N:10]=[C:9]1[C:21]#N)[NH:17][CH2:16][CH2:15][CH2:14]3. The catalyst is P([O-])([O-])([O-])=O.[Na+].[Na+].[Na+].CO. The product is [S:8]1[C:12]2=[C:13]3[C:18](=[CH:19][CH:20]=[C:11]2[N:10]=[C:9]1[C:21]1[S:4][CH2:3][CH:2]([C:5]([OH:7])=[O:6])[N:1]=1)[NH:17][CH2:16][CH2:15][CH2:14]3. The yield is 0.540.